Dataset: Reaction yield outcomes from USPTO patents with 853,638 reactions. Task: Predict the reaction yield, written as a fraction of the theoretical maximum amount of product (1.0 means a 100% yield; for example, 0.34 means a 34% yield). (1) The reactants are [N:1]1[CH:2]=[N:3][N:4]2[CH:9]=[C:8]([C:10]3[N:11]=[C:12]([CH:22]=O)[NH:13][C:14]=3[C:15]3[CH:20]=[CH:19][CH:18]=[C:17]([CH3:21])[N:16]=3)[CH:7]=[CH:6][C:5]=12.[CH:24]([C:26]1[CH:27]=[C:28]([CH:30]=[CH:31][CH:32]=1)[NH2:29])=[CH2:25].CC(O)=O.[BH-](OC(C)=O)(OC(C)=O)OC(C)=O.[Na+].C([O-])([O-])=O.[K+].[K+]. The catalyst is ClCCCl. The product is [N:1]1[CH:2]=[N:3][N:4]2[CH:9]=[C:8]([C:10]3[N:11]=[C:12]([CH2:22][NH:29][C:28]4[CH:30]=[CH:31][CH:32]=[C:26]([CH:24]=[CH2:25])[CH:27]=4)[NH:13][C:14]=3[C:15]3[CH:20]=[CH:19][CH:18]=[C:17]([CH3:21])[N:16]=3)[CH:7]=[CH:6][C:5]=12. The yield is 0.630. (2) The reactants are [NH2:1][CH2:2][CH2:3][CH2:4][N:5]([CH3:15])[S:6]([C:9]1[CH:14]=[CH:13][CH:12]=[CH:11][CH:10]=1)(=[O:8])=[O:7].[S:16]1[CH2:21][CH2:20][C:19](=O)[CH2:18][CH2:17]1.C12(CS(O)(=O)=O)C(C)(C)C(CC1)CC2=O.Cl[C:39]([N:41]=[C:42]=[O:43])=[O:40]. The catalyst is C1(C)C=CC=CC=1. The product is [O:40]=[C:39]1[N:1]([CH2:2][CH2:3][CH2:4][N:5]([CH3:15])[S:6]([C:9]2[CH:14]=[CH:13][CH:12]=[CH:11][CH:10]=2)(=[O:8])=[O:7])[C:19]2[CH2:18][CH2:17][S:16][CH2:21][C:20]=2[C:42](=[O:43])[NH:41]1. The yield is 0.420. (3) The reactants are [NH2:1][S:2]([C:5]1[CH:6]=[C:7]([CH:11]=[CH:12][CH:13]=1)[C:8](O)=[O:9])(=[O:4])=[O:3]. The catalyst is C1COCC1. The product is [OH:9][CH2:8][C:7]1[CH:6]=[C:5]([S:2]([NH2:1])(=[O:3])=[O:4])[CH:13]=[CH:12][CH:11]=1. The yield is 0.620. (4) The reactants are [Br:1][C:2]1[S:6][C:5]([Cl:7])=[C:4]([C:8](O)=[O:9])[CH:3]=1.CSC.B.CO.O. The catalyst is C1COCC1. The product is [Br:1][C:2]1[S:6][C:5]([Cl:7])=[C:4]([CH2:8][OH:9])[CH:3]=1. The yield is 0.990. (5) The reactants are [NH2:1][C:2]1[C:11]2[C:6](=[C:7](Br)[CH:8]=[CH:9][CH:10]=2)[N:5]=[N:4][C:3]=1[C:13]([NH:15][CH2:16][CH3:17])=[O:14].[CH3:18][O:19][C:20]1[CH:25]=[CH:24][N:23]=[CH:22][C:21]=1B(O)O. No catalyst specified. The product is [NH2:1][C:2]1[C:11]2[C:6](=[C:7]([C:21]3[CH:22]=[N:23][CH:24]=[CH:25][C:20]=3[O:19][CH3:18])[CH:8]=[CH:9][CH:10]=2)[N:5]=[N:4][C:3]=1[C:13]([NH:15][CH2:16][CH3:17])=[O:14]. The yield is 0.260. (6) The reactants are [N+:1]([C:4]1[CH:9]=[CH:8][C:7](B2OC(C)(C)C(C)(C)O2)=[CH:6][C:5]=1[NH:19][C:20](=[O:26])[O:21][C:22]([CH3:25])([CH3:24])[CH3:23])([O-:3])=[O:2].FC(F)(F)S(O[C:33]1[CH2:37][CH2:36][CH2:35][CH:34]=1)(=O)=O.C([O-])([O-])=O.[Na+].[Na+]. The catalyst is O1CCOCC1.O.C1C=CC([P]([Pd]([P](C2C=CC=CC=2)(C2C=CC=CC=2)C2C=CC=CC=2)([P](C2C=CC=CC=2)(C2C=CC=CC=2)C2C=CC=CC=2)[P](C2C=CC=CC=2)(C2C=CC=CC=2)C2C=CC=CC=2)(C2C=CC=CC=2)C2C=CC=CC=2)=CC=1. The product is [C:33]1([C:7]2[CH:8]=[CH:9][C:4]([N+:1]([O-:3])=[O:2])=[C:5]([NH:19][C:20](=[O:26])[O:21][C:22]([CH3:23])([CH3:24])[CH3:25])[CH:6]=2)[CH2:37][CH2:36][CH2:35][CH:34]=1. The yield is 0.320.